This data is from Reaction yield outcomes from USPTO patents with 853,638 reactions. The task is: Predict the reaction yield, written as a fraction of the theoretical maximum amount of product (1.0 means a 100% yield; for example, 0.34 means a 34% yield). (1) The reactants are [CH3:1][O:2][CH2:3][CH2:4][O:5][C:6]1[CH:7]=[C:8]2[C:12](=[C:13]([NH:15][S:16]([C:19]3[CH:24]=[CH:23][CH:22]=[CH:21][N:20]=3)(=[O:18])=[O:17])[CH:14]=1)[NH:11][C:10]([C:25]([O:27][CH2:28][CH3:29])=[O:26])=[CH:9]2.[F:30][CH:31]([F:34])[CH2:32]O.C(P(CCCC)CCCC)CCC.N(C(N1CCCCC1)=O)=NC(N1CCCCC1)=O. The catalyst is C1(C)C=CC=CC=1. The product is [F:30][CH:31]([F:34])[CH2:32][N:15]([S:16]([C:19]1[CH:24]=[CH:23][CH:22]=[CH:21][N:20]=1)(=[O:17])=[O:18])[C:13]1[CH:14]=[C:6]([O:5][CH2:4][CH2:3][O:2][CH3:1])[CH:7]=[C:8]2[C:12]=1[NH:11][C:10]([C:25]([O:27][CH2:28][CH3:29])=[O:26])=[CH:9]2. The yield is 0.370. (2) The product is [F:9][C:8]([F:11])([F:10])[C:7]([C:5]1[S:6][C:2]([C:20]2[CH:21]=[C:16]([CH:17]=[CH:18][CH:19]=2)[C:13]([OH:15])=[O:14])=[CH:3][CH:4]=1)=[O:12]. The yield is 0.790. The catalyst is CN(C=O)C.O.C1C=CC([P]([Pd]([P](C2C=CC=CC=2)(C2C=CC=CC=2)C2C=CC=CC=2)([P](C2C=CC=CC=2)(C2C=CC=CC=2)C2C=CC=CC=2)[P](C2C=CC=CC=2)(C2C=CC=CC=2)C2C=CC=CC=2)(C2C=CC=CC=2)C2C=CC=CC=2)=CC=1. The reactants are Br[C:2]1[S:6][C:5]([C:7](=[O:12])[C:8]([F:11])([F:10])[F:9])=[CH:4][CH:3]=1.[C:13]([C:16]1[CH:17]=[C:18](B(O)O)[CH:19]=[CH:20][CH:21]=1)([OH:15])=[O:14].C([O-])([O-])=O.[Na+].[Na+].Cl.